Dataset: hERG potassium channel inhibition data for cardiac toxicity prediction from Karim et al.. Task: Regression/Classification. Given a drug SMILES string, predict its toxicity properties. Task type varies by dataset: regression for continuous values (e.g., LD50, hERG inhibition percentage) or binary classification for toxic/non-toxic outcomes (e.g., AMES mutagenicity, cardiotoxicity, hepatotoxicity). Dataset: herg_karim. (1) The result is 0 (non-blocker). The compound is NC1=NC2(CO1)c1cc(-c3cncnc3)ccc1OC(C1CC1)C21COC1. (2) The molecule is O=C(c1ccc(O)cc1OC[C@@H](O)CN1CCC2(CC1)Cc1cc(Cl)ccc1O2)N1CCC(O)CC1. The result is 1 (blocker). (3) The drug is O=C(CCCCCN1C(=O)c2ccccc2N(Cc2ccccc2)C(=O)[C@@H]1Cc1ccccc1)NO. The result is 1 (blocker). (4) The result is 1 (blocker). The drug is CCCCCCCCCCCC[N+](C)(C)CCOc1ccccc1.